Dataset: Full USPTO retrosynthesis dataset with 1.9M reactions from patents (1976-2016). Task: Predict the reactants needed to synthesize the given product. Given the product [F:30][C:31]1[CH:32]=[CH:33][C:34]([C@@H:37]2[CH2:39][C@H:38]2[NH:40][CH2:16][CH2:15][CH2:14][CH2:13][C@H:12]([N:18]([CH3:27])[C:19](=[O:26])[C:20]2[CH:21]=[CH:22][CH:23]=[CH:24][CH:25]=2)[C:11]([N:8]2[CH2:7][CH2:6][N:5]([S:2]([CH3:1])(=[O:4])=[O:3])[CH2:10][CH2:9]2)=[O:28])=[CH:35][CH:36]=1, predict the reactants needed to synthesize it. The reactants are: [CH3:1][S:2]([N:5]1[CH2:10][CH2:9][N:8]([C:11](=[O:28])[C@@H:12]([N:18]([CH3:27])[C:19](=[O:26])[C:20]2[CH:25]=[CH:24][CH:23]=[CH:22][CH:21]=2)[CH2:13][CH2:14][CH2:15][CH:16]=O)[CH2:7][CH2:6]1)(=[O:4])=[O:3].Cl.[F:30][C:31]1[CH:36]=[CH:35][C:34]([C@@H:37]2[CH2:39][C@H:38]2[NH2:40])=[CH:33][CH:32]=1.[BH-](OC(C)=O)(OC(C)=O)OC(C)=O.[Na+].